From a dataset of Reaction yield outcomes from USPTO patents with 853,638 reactions. Predict the reaction yield, written as a fraction of the theoretical maximum amount of product (1.0 means a 100% yield; for example, 0.34 means a 34% yield). (1) The reactants are [Cl:1][C:2]1[CH:7]=[CH:6][C:5]([C:8]2[C:12]3[CH2:13][N:14]([S:17]([CH3:20])(=[O:19])=[O:18])[CH2:15][CH2:16][C:11]=3[N:10]([CH2:21][CH2:22][CH2:23][N:24]3[CH2:29][CH2:28][O:27][CH2:26][CH2:25]3)[N:9]=2)=[CH:4][C:3]=1I.C[Si]([C:35]#[C:36][C:37]1[CH:38]=[C:39]([CH:42]=[CH:43][CH:44]=1)[CH:40]=[O:41])(C)C.C1CCN2C(=NCCC2)CC1. The catalyst is Cl[Pd](Cl)([P](C1C=CC=CC=1)(C1C=CC=CC=1)C1C=CC=CC=1)[P](C1C=CC=CC=1)(C1C=CC=CC=1)C1C=CC=CC=1.[Cu]I. The product is [Cl:1][C:2]1[CH:7]=[CH:6][C:5]([C:8]2[C:12]3[CH2:13][N:14]([S:17]([CH3:20])(=[O:19])=[O:18])[CH2:15][CH2:16][C:11]=3[N:10]([CH2:21][CH2:22][CH2:23][N:24]3[CH2:29][CH2:28][O:27][CH2:26][CH2:25]3)[N:9]=2)=[CH:4][C:3]=1[C:35]#[C:36][C:37]1[CH:38]=[C:39]([CH:42]=[CH:43][CH:44]=1)[CH:40]=[O:41]. The yield is 0.760. (2) The reactants are [Cl:1][S:2]([OH:5])(=O)=[O:3].[Cl:6][C:7]1[CH:8]=[C:9]([CH:13]=[CH:14][C:15]=1[OH:16])[C:10]([OH:12])=[O:11]. No catalyst specified. The product is [Cl:6][C:7]1[CH:8]=[C:9]([CH:13]=[C:14]([S:2]([Cl:1])(=[O:5])=[O:3])[C:15]=1[OH:16])[C:10]([OH:12])=[O:11]. The yield is 0.740. (3) The reactants are [CH:1]([C:4]1[CH:9]=[CH:8][CH:7]=[C:6]([CH:10]([CH3:12])[CH3:11])[C:5]=1[OH:13])([CH3:3])[CH3:2].C1N2CN3CN(C2)CN1C3.CCCCCC.FC(F)(F)[C:32](O)=[O:33]. The yield is 0.00260. The product is [CH:10]([C:6]1[CH:7]=[C:8]([CH:9]=[C:4]([CH:1]([CH3:3])[CH3:2])[C:5]=1[OH:13])[CH:32]=[O:33])([CH3:12])[CH3:11]. No catalyst specified. (4) The catalyst is O1CCCC1.C(OCC)(=O)C. The yield is 0.660. The product is [CH2:46]([O:45][CH2:44][C:8]1([C:11]([O:13][CH3:14])=[O:12])[CH2:7][CH2:6][CH:5]([C:1]([CH3:4])([CH3:2])[CH3:3])[CH2:10][CH2:9]1)[C:47]1[CH:52]=[CH:51][CH:50]=[CH:49][CH:48]=1. The reactants are [C:1]([CH:5]1[CH2:10][CH2:9][CH:8]([C:11]([O:13][CH3:14])=[O:12])[CH2:7][CH2:6]1)([CH3:4])([CH3:3])[CH3:2].CCCCCCC.O1CCCC1.C(C1C=CC=CC=1)C.C([N-]C(C)C)(C)C.[Li+].Cl[CH2:44][O:45][CH2:46][C:47]1[CH:52]=[CH:51][CH:50]=[CH:49][CH:48]=1.C(O)(=O)CC(CC(O)=O)(C(O)=O)O. (5) The reactants are [CH3:1][O:2][CH2:3][N:4]1[C:8]2[CH:9]=[CH:10][C:11]([CH:13]([CH3:17])[C:14]([NH2:16])=O)=[CH:12][C:7]=2[S:6][C:5]1=[O:18].COC1C=CC(P2(SP(C3C=CC(OC)=CC=3)(=S)S2)=[S:28])=CC=1. The catalyst is O1CCCC1. The product is [CH3:1][O:2][CH2:3][N:4]1[C:8]2[CH:9]=[CH:10][C:11]([CH:13]([CH3:17])[C:14](=[S:28])[NH2:16])=[CH:12][C:7]=2[S:6][C:5]1=[O:18]. The yield is 0.560. (6) The reactants are [CH2:1]([O:8][C:9]([NH:11][CH2:12][CH2:13][CH2:14][CH2:15][C:16]1[CH:26]=[CH:25][C:19]([O:20][CH2:21][C:22]([OH:24])=[O:23])=[CH:18][CH:17]=1)=[O:10])[C:2]1[CH:7]=[CH:6][CH:5]=[CH:4][CH:3]=1.CCN=C=NCCCN(C)C.Cl.[C:39]([O:43][C:44](=[O:49])[NH:45][CH2:46][CH2:47]O)([CH3:42])([CH3:41])[CH3:40]. The catalyst is C(Cl)Cl.CN(C1C=CN=CC=1)C. The product is [C:39]([O:43][C:44]([NH:45][CH2:46][CH2:47][O:23][C:22](=[O:24])[CH2:21][O:20][C:19]1[CH:18]=[CH:17][C:16]([CH2:15][CH2:14][CH2:13][CH2:12][NH:11][C:9]([O:8][CH2:1][C:2]2[CH:3]=[CH:4][CH:5]=[CH:6][CH:7]=2)=[O:10])=[CH:26][CH:25]=1)=[O:49])([CH3:42])([CH3:41])[CH3:40]. The yield is 0.480.